Dataset: Full USPTO retrosynthesis dataset with 1.9M reactions from patents (1976-2016). Task: Predict the reactants needed to synthesize the given product. Given the product [C:24]([CH2:1][C:2]1[C:15]2[C:6](=[N:7][C:8]3[C:13]([N:14]=2)=[CH:12][CH:11]=[CH:10][CH:9]=3)[CH:5]=[CH:4][CH:3]=1)([OH:32])=[O:31], predict the reactants needed to synthesize it. The reactants are: [CH3:1][C:2]1[C:15]2[C:6](=[N:7][C:8]3[C:13]([N:14]=2)=[CH:12][CH:11]=[CH:10][CH:9]=3)[CH:5]=[CH:4][CH:3]=1.BrN1C(=O)CCC1=O.[C:24]([O:32]OC(=O)C1C=CC=CC=1)(=[O:31])C1C=CC=CC=1.[Br-].[C-]#N.[K+].C(CC1C2C(=NC3C(N=2)=CC=CC=3)C=CC=1)#N.